From a dataset of Reaction yield outcomes from USPTO patents with 853,638 reactions. Predict the reaction yield, written as a fraction of the theoretical maximum amount of product (1.0 means a 100% yield; for example, 0.34 means a 34% yield). (1) The reactants are [Cl:1][C:2]1[CH:3]=[C:4]([CH:17]=[CH:18][C:19]=1[O:20][CH2:21][C:22]1[CH:27]=[CH:26][CH:25]=[C:24]([F:28])[CH:23]=1)[NH:5][C:6]1[C:15]2[C:10](=[CH:11][CH:12]=[CH:13][C:14]=2[OH:16])[N:9]=[CH:8][N:7]=1.Br[CH2:30][CH2:31][Cl:32].C(=O)([O-])[O-].[Cs+].[Cs+]. The catalyst is C(#N)C. The product is [Cl:1][C:2]1[CH:3]=[C:4]([CH:17]=[CH:18][C:19]=1[O:20][CH2:21][C:22]1[CH:27]=[CH:26][CH:25]=[C:24]([F:28])[CH:23]=1)[NH:5][C:6]1[C:15]2[C:10](=[CH:11][CH:12]=[CH:13][C:14]=2[O:16][CH2:30][CH2:31][Cl:32])[N:9]=[CH:8][N:7]=1. The yield is 0.700. (2) No catalyst specified. The yield is 0.370. The product is [Cl:1][C:2]1[CH:7]=[CH:6][C:5]([CH2:8][O:14][CH2:12][CH3:13])=[CH:4][N:3]=1. The reactants are [Cl:1][C:2]1[CH:7]=[CH:6][C:5]([CH2:8]Cl)=[CH:4][N:3]=1.[H-].[Na+].[CH2:12]([OH:14])[CH3:13]. (3) The yield is 0.602. The catalyst is C(O)C.C1COCC1. The reactants are C[O:2][C:3](=[O:27])[CH2:4][C:5]1[C:14]([CH3:15])=[C:13]([C:16]2[CH:21]=[CH:20][C:19]([NH:22][C:23](=[O:25])[CH3:24])=[CH:18][CH:17]=2)[C:12]2[C:7](=[CH:8][CH:9]=[C:10]([Cl:26])[CH:11]=2)[CH:6]=1.[OH-].[Na+].C(#N)C. The product is [C:23]([NH:22][C:19]1[CH:18]=[CH:17][C:16]([C:13]2[C:12]3[C:7](=[CH:8][CH:9]=[C:10]([Cl:26])[CH:11]=3)[CH:6]=[C:5]([CH2:4][C:3]([OH:27])=[O:2])[C:14]=2[CH3:15])=[CH:21][CH:20]=1)(=[O:25])[CH3:24]. (4) The reactants are Br[CH2:2][CH:3]1[CH2:5][CH2:4]1.C(=O)([O-])[O-].[K+].[K+].[CH2:12]([O:19][C:20]1[CH:25]=[CH:24][NH:23][C:22](=[O:26])[CH:21]=1)[C:13]1[CH:18]=[CH:17][CH:16]=[CH:15][CH:14]=1. The catalyst is C(#N)C. The product is [CH2:12]([O:19][C:20]1[CH:25]=[CH:24][N:23]([CH2:2][CH:3]2[CH2:5][CH2:4]2)[C:22](=[O:26])[CH:21]=1)[C:13]1[CH:14]=[CH:15][CH:16]=[CH:17][CH:18]=1. The yield is 0.980. (5) The reactants are [CH3:1][O:2][C:3]1[CH:4]=[C:5]([CH:10]=[CH:11][C:12]=1[O:13][CH3:14])[C:6]([O:8][CH3:9])=[O:7].[Br:15]Br. The catalyst is CC(O)=O. The product is [CH3:9][O:8][C:6](=[O:7])[C:5]1[CH:4]=[C:3]([O:2][CH3:1])[C:12]([O:13][CH3:14])=[CH:11][C:10]=1[Br:15]. The yield is 0.640. (6) The reactants are [Cl:1][C:2]1[CH:3]=[C:4]([C:8]2[CH:20]=[CH:19][C:11]3[NH:12][C:13](=O)[O:14][C:15]([CH3:17])([CH3:16])[C:10]=3[CH:9]=2)[CH:5]=[CH:6][CH:7]=1.COC1C=CC(P2(SP(C3C=CC(OC)=CC=3)(=S)S2)=[S:30])=CC=1. The catalyst is CC1C=CC=CC=1C. The product is [Cl:1][C:2]1[CH:3]=[C:4]([C:8]2[CH:20]=[CH:19][C:11]3[NH:12][C:13](=[S:30])[O:14][C:15]([CH3:17])([CH3:16])[C:10]=3[CH:9]=2)[CH:5]=[CH:6][CH:7]=1. The yield is 0.520. (7) The reactants are [OH:1][CH2:2][CH:3]1[O:7][N:6]=[C:5]([C:8]2[N:13]=[CH:12][C:11]([C:14]3[CH:19]=[CH:18][C:17]([N:20]4[CH2:24][C@H:23]([CH2:25][N:26]5[CH:30]=[CH:29][N:28]=[N:27]5)[O:22][C:21]4=[O:31])=[CH:16][C:15]=3[F:32])=[CH:10][CH:9]=2)[CH2:4]1.C(N(CC)CC)C.Cl[C:41](=[O:48])[CH2:42][CH2:43][C:44]([O:46][CH3:47])=[O:45]. The catalyst is CN(C)C=O. The product is [C:41]([O:1][CH2:2][CH:3]1[O:7][N:6]=[C:5]([C:8]2[CH:9]=[CH:10][C:11]([C:14]3[CH:19]=[CH:18][C:17]([N:20]4[CH2:24][C@H:23]([CH2:25][N:26]5[CH:30]=[CH:29][N:28]=[N:27]5)[O:22][C:21]4=[O:31])=[CH:16][C:15]=3[F:32])=[CH:12][N:13]=2)[CH2:4]1)(=[O:48])[CH2:42][CH2:43][C:44]([O:46][CH3:47])=[O:45]. The yield is 0.180. (8) The product is [C@@H:32]1([NH:31][C:2]2[N:7]=[CH:6][N:5]=[C:4]([N:8]([CH3:21])[C@H:9]3[C@@H:13]4[O:14][C:15]([CH3:18])([CH3:17])[O:16][C@@H:12]4[C@@H:11]([CH2:19][OH:20])[CH2:10]3)[CH:3]=2)[C:40]2[C:35](=[CH:36][CH:37]=[CH:38][CH:39]=2)[CH2:34][CH2:33]1. The reactants are Cl[C:2]1[N:7]=[CH:6][N:5]=[C:4]([N:8]([CH3:21])[C@H:9]2[C@@H:13]3[O:14][C:15]([CH3:18])([CH3:17])[O:16][C@@H:12]3[C@@H:11]([CH2:19][OH:20])[CH2:10]2)[CH:3]=1.C(N(CC)C(C)C)(C)C.[NH2:31][C@@H:32]1[C:40]2[C:35](=[CH:36][CH:37]=[CH:38][CH:39]=2)[CH2:34][CH2:33]1. The yield is 0.240. The catalyst is C(O)CCC. (9) The reactants are Br[CH2:2][C:3]([C:5]1[CH:10]=[CH:9][CH:8]=[C:7]([O:11][CH3:12])[CH:6]=1)=O.[NH2:13][C:14]([NH2:16])=[S:15]. The catalyst is C(O)C. The product is [CH3:12][O:11][C:7]1[CH:6]=[C:5]([C:3]2[N:13]=[C:14]([NH2:16])[S:15][CH:2]=2)[CH:10]=[CH:9][CH:8]=1. The yield is 0.943.